From a dataset of Forward reaction prediction with 1.9M reactions from USPTO patents (1976-2016). Predict the product of the given reaction. (1) The product is: [CH3:30][C:26]1[NH:25][C:22]([CH3:24])=[C:21]([C:18]2[S:19][CH:20]=[C:16]([CH3:15])[N:17]=2)[CH:13]([C:5]2[CH:6]=[CH:7][CH:8]=[C:9]3[C:4]=2[O:3][C:2]([CH3:1])=[CH:11][C:10]3=[O:12])[C:27]=1[C:28]#[N:29]. Given the reactants [CH3:1][C:2]1[O:3][C:4]2[C:9]([C:10](=[O:12])[CH:11]=1)=[CH:8][CH:7]=[CH:6][C:5]=2[CH:13]=O.[CH3:15][C:16]1[N:17]=[C:18]([CH2:21][C:22]([CH3:24])=O)[S:19][CH:20]=1.[NH2:25]/[C:26](/[CH3:30])=[CH:27]\[C:28]#[N:29], predict the reaction product. (2) Given the reactants Br[N:2]1[C:10]2[C:5](=[CH:6][CH:7]=[CH:8][CH:9]=2)[C:4]([CH3:11])=[C:3]1[C:12]1[C:17]([F:18])=[CH:16][CH:15]=[CH:14][C:13]=1[F:19].[CH3:20][N:21]1[C:25](B(O)O)=[CH:24][C:23]([C:29](F)(F)F)=[N:22]1.C(=O)([O-])[O-].[K+].[K+], predict the reaction product. The product is: [F:19][C:13]1[CH:14]=[CH:15][CH:16]=[C:17]([F:18])[C:12]=1[C:3]1[NH:2][C:10]2[C:5]([C:4]=1[CH3:11])=[CH:6][C:7]([C:25]1[N:21]([CH3:20])[N:22]=[C:23]([CH3:29])[CH:24]=1)=[CH:8][CH:9]=2. (3) Given the reactants [CH:1]1([NH:4][C:5](=[O:30])[C:6]2[CH:11]=[CH:10][C:9]([CH3:12])=[C:8]([NH:13][C:14](=[O:29])[C:15]3[CH:20]=[CH:19][C:18]([O:21][CH2:22][C:23]4[CH:28]=[CH:27][CH:26]=[CH:25][N:24]=4)=[CH:17][CH:16]=3)[CH:7]=2)[CH2:3][CH2:2]1.ClC1C=CC=C(C(OO)=[O:39])C=1, predict the reaction product. The product is: [CH:1]1([NH:4][C:5](=[O:30])[C:6]2[CH:11]=[CH:10][C:9]([CH3:12])=[C:8]([NH:13][C:14](=[O:29])[C:15]3[CH:20]=[CH:19][C:18]([O:21][CH2:22][C:23]4[CH:28]=[CH:27][CH:26]=[CH:25][N+:24]=4[O-:39])=[CH:17][CH:16]=3)[CH:7]=2)[CH2:2][CH2:3]1. (4) Given the reactants [F:1][C:2]1[CH:7]=[CH:6][CH:5]=[CH:4][C:3]=1[NH:8][C:9](=[S:35])[NH:10][C:11]1[CH:16]=[CH:15][C:14]([C:17]2[CH:18]=[C:19]3[C:23](=[CH:24][CH:25]=2)[C:22](=[O:26])[N:21]([C@@H:27]([CH:32]([CH3:34])[CH3:33])[C:28]([O:30]C)=[O:29])[CH2:20]3)=[CH:13][CH:12]=1.CO.[Li+].[OH-].Cl, predict the reaction product. The product is: [F:1][C:2]1[CH:7]=[CH:6][CH:5]=[CH:4][C:3]=1[NH:8][C:9](=[S:35])[NH:10][C:11]1[CH:12]=[CH:13][C:14]([C:17]2[CH:18]=[C:19]3[C:23](=[CH:24][CH:25]=2)[C:22](=[O:26])[N:21]([C@@H:27]([CH:32]([CH3:33])[CH3:34])[C:28]([OH:30])=[O:29])[CH2:20]3)=[CH:15][CH:16]=1. (5) Given the reactants [OH:1][CH2:2][CH:3]([CH2:5][OH:6])[OH:4].[CH:7](=O)[C:8]1[CH:13]=[CH:12][CH:11]=[CH:10][CH:9]=1.O, predict the reaction product. The product is: [C:8]1([CH:7]2[O:6][CH2:5][CH:3]([OH:4])[CH2:2][O:1]2)[CH:13]=[CH:12][CH:11]=[CH:10][CH:9]=1. (6) Given the reactants CCN(C(C)C)C(C)C.[OH:10][CH2:11][C:12]([OH:14])=O.CN(C(ON1N=NC2C=CC=CC1=2)=[N+](C)C)C.[B-](F)(F)(F)F.[N:37]1([C:43]([O:45][C:46]([CH3:49])([CH3:48])[CH3:47])=[O:44])[CH2:42][CH2:41][NH:40][CH2:39][CH2:38]1, predict the reaction product. The product is: [OH:10][CH2:11][C:12]([N:40]1[CH2:39][CH2:38][N:37]([C:43]([O:45][C:46]([CH3:49])([CH3:48])[CH3:47])=[O:44])[CH2:42][CH2:41]1)=[O:14]. (7) The product is: [C:11]([CH:10]([NH:16][CH:17]1[CH2:23][CH2:22][C:21]2[CH:24]=[CH:25][CH:26]=[CH:27][C:20]=2[N:19]([CH2:28][C:29]([O:31][C:32]([CH3:34])([CH3:33])[CH3:35])=[O:30])[C:18]1=[O:36])[CH2:9][CH2:1][C:2]1[CH:3]=[CH:4][CH:5]=[CH:6][CH:7]=1)([OH:13])=[O:12]. Given the reactants [C:1]([CH:9]=[CH:10][C:11]([O:13]CC)=[O:12])(=O)[C:2]1[CH:7]=[CH:6][CH:5]=[CH:4][CH:3]=1.[NH2:16][C@H:17]1[CH2:23][CH2:22][C:21]2[CH:24]=[CH:25][CH:26]=[CH:27][C:20]=2[N:19]([CH2:28][C:29]([O:31][C:32]([CH3:35])([CH3:34])[CH3:33])=[O:30])[C:18]1=[O:36].[BH4-].[Na+].C([O-])=O.[NH4+], predict the reaction product. (8) Given the reactants [ClH:1].[F:2][C:3]([F:38])([F:37])[C:4]1[CH:5]=[C:6]([C@H:14]([O:16][C@H:17]2[CH2:22][CH2:21][N:20]([C:23]([CH:25]3[CH2:30][CH2:29][NH:28][CH2:27][CH2:26]3)=[O:24])[CH2:19][C@H:18]2[C:31]2[CH:36]=[CH:35][CH:34]=[CH:33][CH:32]=2)[CH3:15])[CH:7]=[C:8]([C:10]([F:13])([F:12])[F:11])[CH:9]=1.Br[CH2:40][C:41]([O:43][CH:44]([CH3:46])[CH3:45])=[O:42], predict the reaction product. The product is: [ClH:1].[F:13][C:10]([F:11])([F:12])[C:8]1[CH:7]=[C:6]([C@H:14]([O:16][C@H:17]2[CH2:22][CH2:21][N:20]([C:23]([CH:25]3[CH2:26][CH2:27][N:28]([CH2:40][C:41]([O:43][CH:44]([CH3:46])[CH3:45])=[O:42])[CH2:29][CH2:30]3)=[O:24])[CH2:19][C@H:18]2[C:31]2[CH:36]=[CH:35][CH:34]=[CH:33][CH:32]=2)[CH3:15])[CH:5]=[C:4]([C:3]([F:2])([F:37])[F:38])[CH:9]=1. (9) Given the reactants [C:1]([C:3]1[C:8](=[O:9])[N:7]([C:10]2[CH:15]=[CH:14][C:13]([CH3:16])=[CH:12][CH:11]=2)[C:6]([C:17]2[CH:22]=[CH:21][C:20]([S:23][CH3:24])=[CH:19][CH:18]=2)=[N:5][C:4]=1SC)#[N:2].[CH3:27][NH2:28], predict the reaction product. The product is: [C:1]([C:3]1[C:8](=[O:9])[N:7]([C:10]2[CH:11]=[CH:12][C:13]([CH3:16])=[CH:14][CH:15]=2)[C:6]([C:17]2[CH:18]=[CH:19][C:20]([S:23][CH3:24])=[CH:21][CH:22]=2)=[N:5][C:4]=1[NH:28][CH3:27])#[N:2]. (10) Given the reactants [Cl:1][C:2]1[C:3]([NH:22][C:23]2[CH:32]=[CH:31][CH:30]=[CH:29][C:24]=2[C:25]([NH:27][CH3:28])=[O:26])=[N:4][C:5]([NH:8][C:9]2[CH:14]=[C:13]([C:15]([F:18])([F:17])[F:16])[CH:12]=[C:11]([N+:19]([O-])=O)[CH:10]=2)=[N:6][CH:7]=1.CCO.[Cl-].[NH4+], predict the reaction product. The product is: [NH2:19][C:11]1[CH:10]=[C:9]([NH:8][C:5]2[N:4]=[C:3]([NH:22][C:23]3[CH:32]=[CH:31][CH:30]=[CH:29][C:24]=3[C:25]([NH:27][CH3:28])=[O:26])[C:2]([Cl:1])=[CH:7][N:6]=2)[CH:14]=[C:13]([C:15]([F:18])([F:17])[F:16])[CH:12]=1.